The task is: Regression. Given two drug SMILES strings and cell line genomic features, predict the synergy score measuring deviation from expected non-interaction effect.. This data is from NCI-60 drug combinations with 297,098 pairs across 59 cell lines. (1) Drug 1: CCC1=CC2CC(C3=C(CN(C2)C1)C4=CC=CC=C4N3)(C5=C(C=C6C(=C5)C78CCN9C7C(C=CC9)(C(C(C8N6C)(C(=O)OC)O)OC(=O)C)CC)OC)C(=O)OC.C(C(C(=O)O)O)(C(=O)O)O. Drug 2: CC1=C(C(=O)C2=C(C1=O)N3CC4C(C3(C2COC(=O)N)OC)N4)N. Cell line: OVCAR-5. Synergy scores: CSS=53.4, Synergy_ZIP=-1.80, Synergy_Bliss=-2.14, Synergy_Loewe=-5.93, Synergy_HSA=1.01. (2) Drug 1: CC1=C(C(CCC1)(C)C)C=CC(=CC=CC(=CC(=O)O)C)C. Drug 2: CC12CCC3C(C1CCC2O)C(CC4=C3C=CC(=C4)O)CCCCCCCCCS(=O)CCCC(C(F)(F)F)(F)F. Cell line: UO-31. Synergy scores: CSS=-1.79, Synergy_ZIP=0.481, Synergy_Bliss=-0.0475, Synergy_Loewe=-1.98, Synergy_HSA=-1.12. (3) Cell line: MALME-3M. Synergy scores: CSS=9.12, Synergy_ZIP=-5.12, Synergy_Bliss=-0.568, Synergy_Loewe=0.618, Synergy_HSA=2.14. Drug 2: C#CCC(CC1=CN=C2C(=N1)C(=NC(=N2)N)N)C3=CC=C(C=C3)C(=O)NC(CCC(=O)O)C(=O)O. Drug 1: CS(=O)(=O)CCNCC1=CC=C(O1)C2=CC3=C(C=C2)N=CN=C3NC4=CC(=C(C=C4)OCC5=CC(=CC=C5)F)Cl.